The task is: Predict the reaction yield, written as a fraction of the theoretical maximum amount of product (1.0 means a 100% yield; for example, 0.34 means a 34% yield).. This data is from Reaction yield outcomes from USPTO patents with 853,638 reactions. (1) The reactants are C([N:4]1[C:12]2[CH:11]=[C:10]([Br:13])[CH:9]=[C:8]([C:14]([O:16][CH3:17])=[O:15])[C:7]=2[CH:6]=[N:5]1)(=O)C. The catalyst is CO.Cl. The product is [Br:13][C:10]1[CH:9]=[C:8]([C:14]([O:16][CH3:17])=[O:15])[C:7]2[CH:6]=[N:5][NH:4][C:12]=2[CH:11]=1. The yield is 0.717. (2) The reactants are [F:1][C:2]1[C:3]2[CH:4]=[C:5]3[C:14]4[N:15]=[C:16]([C:19]5[C:20]([N:39]([CH3:44])[S:40]([CH3:43])(=[O:42])=[O:41])=[CH:21][C:22]6[O:26][C:25]([C:27]7[CH:32]=[CH:31][C:30]([F:33])=[CH:29][CH:28]=7)=[C:24]([C:34](=[O:37])[NH:35][CH3:36])[C:23]=6[CH:38]=5)[CH:17]=[CH:18][C:13]=4[N:12]([CH2:45][C:46]([O:48]C)=[O:47])[CH2:11][N:6]3[C:7]=2[CH:8]=[CH:9][CH:10]=1.[OH-].[Na+].Cl.O. The catalyst is CO. The product is [F:1][C:2]1[C:3]2[CH:4]=[C:5]3[C:14]4[N:15]=[C:16]([C:19]5[C:20]([N:39]([CH3:44])[S:40]([CH3:43])(=[O:41])=[O:42])=[CH:21][C:22]6[O:26][C:25]([C:27]7[CH:28]=[CH:29][C:30]([F:33])=[CH:31][CH:32]=7)=[C:24]([C:34](=[O:37])[NH:35][CH3:36])[C:23]=6[CH:38]=5)[CH:17]=[CH:18][C:13]=4[N:12]([CH2:45][C:46]([OH:48])=[O:47])[CH2:11][N:6]3[C:7]=2[CH:8]=[CH:9][CH:10]=1. The yield is 0.980. (3) The reactants are [CH3:1][N:2]1[CH2:7][CH2:6][N:5]([C:8]2[CH:13]=[CH:12][C:11]([N+:14]([O-])=O)=[C:10]([CH2:17][S:18]([C:21]3[CH:26]=[CH:25][CH:24]=[CH:23][CH:22]=3)(=[O:20])=[O:19])[N:9]=2)[CH2:4][CH2:3]1.C(O)C. The catalyst is [Pd].C1COCC1. The product is [CH3:1][N:2]1[CH2:3][CH2:4][N:5]([C:8]2[N:9]=[C:10]([CH2:17][S:18]([C:21]3[CH:22]=[CH:23][CH:24]=[CH:25][CH:26]=3)(=[O:20])=[O:19])[C:11]([NH2:14])=[CH:12][CH:13]=2)[CH2:6][CH2:7]1. The yield is 0.990. (4) The reactants are [C:1]([C:3]1[CH:4]=[C:5]([S:12](Cl)(=[O:14])=[O:13])[CH:6]=[C:7]([N+:9]([O-:11])=[O:10])[CH:8]=1)#[N:2].[CH3:16][NH2:17]. The catalyst is C(Cl)Cl. The product is [C:1]([C:3]1[CH:4]=[C:5]([S:12]([NH:17][CH3:16])(=[O:14])=[O:13])[CH:6]=[C:7]([N+:9]([O-:11])=[O:10])[CH:8]=1)#[N:2]. The yield is 0.310. (5) The reactants are [CH3:1][S:2][C:3]1[CH:10]=[CH:9][C:6]([C:7]#N)=[CH:5][CH:4]=1.[CH2:11]([Mg]Cl)[CH2:12][C:13]1[CH:18]=[CH:17][CH:16]=[CH:15][CH:14]=1.C1C[O:24]CC1. No catalyst specified. The product is [CH3:1][S:2][C:3]1[CH:10]=[CH:9][C:6]([C:7](=[O:24])[CH2:11][CH2:12][C:13]2[CH:18]=[CH:17][CH:16]=[CH:15][CH:14]=2)=[CH:5][CH:4]=1. The yield is 0.960. (6) The reactants are FC(F)(F)C(O)=O.CS(O)(=O)=O.C([O:20][C:21]1[CH:30]=[C:29]2[C:24]([C:25]([O:31][C:32]3[C:33]([C:39]4[S:40][CH:41]=[CH:42][N:43]=4)=[N:34][C:35]([CH3:38])=[CH:36][CH:37]=3)=[CH:26][CH:27]=[N:28]2)=[CH:23][C:22]=1[O:44][CH3:45])C1C=CC=CC=1.C(=O)([O-])O.[Na+]. No catalyst specified. The product is [CH3:45][O:44][C:22]1[CH:23]=[C:24]2[C:29](=[CH:30][C:21]=1[OH:20])[N:28]=[CH:27][CH:26]=[C:25]2[O:31][C:32]1[C:33]([C:39]2[S:40][CH:41]=[CH:42][N:43]=2)=[N:34][C:35]([CH3:38])=[CH:36][CH:37]=1. The yield is 0.700. (7) The reactants are [OH-].[Na+].[C:3]([O:7][C:8](=[O:30])[N:9]([CH2:13][C:14]1[CH:19]=[CH:18][C:17]([Cl:20])=[C:16]([C:21](C)(C)[O:22][SiH2]C(C)(C)C)[CH:15]=1)[CH:10]1[CH2:12][CH2:11]1)([CH3:6])([CH3:5])[CH3:4]. The catalyst is CO. The product is [C:3]([O:7][C:8](=[O:30])[N:9]([CH2:13][C:14]1[CH:19]=[CH:18][C:17]([Cl:20])=[C:16]([CH2:21][OH:22])[CH:15]=1)[CH:10]1[CH2:12][CH2:11]1)([CH3:6])([CH3:4])[CH3:5]. The yield is 1.00. (8) The reactants are [CH2:1]([O:3][CH:4]=[CH:5][C:6]([O:8]CC)=[O:7])[CH3:2].[OH-].[Na+:12]. The catalyst is O. The product is [CH2:1]([O:3][CH:4]=[CH:5][C:6]([O-:8])=[O:7])[CH3:2].[Na+:12]. The yield is 0.970. (9) The reactants are [CH3:1][NH:2][C@@H:3]1[CH2:7][CH2:6][N:5]([C:8]2[C:9]3[CH:16]=[CH:15][NH:14][C:10]=3[N:11]=[CH:12][N:13]=2)[CH2:4]1.[C:17]([C:19]1[CH:24]=[CH:23][C:22]([S:25](Cl)(=[O:27])=[O:26])=[CH:21][CH:20]=1)#[N:18].CCN(C(C)C)C(C)C. The catalyst is C1COCC1.O. The product is [N:11]1[C:10]2[NH:14][CH:15]=[CH:16][C:9]=2[C:8]([N:5]2[CH2:6][CH2:7][C@@H:3]([N:2]([CH3:1])[S:25]([C:22]3[CH:21]=[CH:20][C:19]([C:17]#[N:18])=[CH:24][CH:23]=3)(=[O:27])=[O:26])[CH2:4]2)=[N:13][CH:12]=1. The yield is 0.260.